This data is from Full USPTO retrosynthesis dataset with 1.9M reactions from patents (1976-2016). The task is: Predict the reactants needed to synthesize the given product. (1) Given the product [CH3:6][O:7][C:8](=[O:34])[CH2:9][CH2:10][CH2:11][CH2:12][CH2:13][C@@H:14]([O:24][CH2:25][C:26]1[CH:31]=[CH:30][C:29]([O:32][CH3:33])=[CH:28][CH:27]=1)[C:15](=[O:23])[NH:16][C:17]1[CH:22]=[CH:21][CH:20]=[CH:19][CH:18]=1, predict the reactants needed to synthesize it. The reactants are: CCOCC.[CH3:6][O:7][C:8](=[O:34])[CH2:9][CH2:10][CH2:11][CH2:12][CH2:13][CH:14]([O:24][CH2:25][C:26]1[CH:31]=[CH:30][C:29]([O:32][CH3:33])=[CH:28][CH:27]=1)[C:15](=[O:23])[NH:16][C:17]1[CH:22]=[CH:21][CH:20]=[CH:19][CH:18]=1. (2) Given the product [CH3:24][S:33]([C:3]1[N:8]=[C:7]([C:9]2[S:13][C:12]([S:14]([N:18]3[CH2:23][CH2:22][O:21][CH2:20][CH2:19]3)(=[O:16])=[O:15])=[CH:11][CH:10]=2)[CH:6]=[CH:5][N:4]=1)(=[O:35])=[O:34], predict the reactants needed to synthesize it. The reactants are: CS[C:3]1[N:8]=[C:7]([C:9]2[S:13][C:12]([S:14](Cl)(=[O:16])=[O:15])=[CH:11][CH:10]=2)[CH:6]=[CH:5][N:4]=1.[NH:18]1[CH2:23][CH2:22][O:21][CH2:20][CH2:19]1.[CH2:24](N(CC)CC)C.OO[S:33]([O-:35])=[O:34].[K+]. (3) Given the product [C:36]1([NH:35][C:17]([C@@H:9]([NH:8][C:1](=[O:2])[O:3][C:4]([CH3:5])([CH3:6])[CH3:7])[CH2:10][CH2:11][S:12][C:13]([F:14])([F:15])[F:16])=[O:19])[CH:41]=[CH:40][CH:39]=[CH:38][CH:37]=1, predict the reactants needed to synthesize it. The reactants are: [C:1]([NH:8][C@H:9]([C:17]([OH:19])=O)[CH2:10][CH2:11][S:12][C:13]([F:16])([F:15])[F:14])([O:3][C:4]([CH3:7])([CH3:6])[CH3:5])=[O:2].CN1CCOCC1.ClC(OCC(C)C)=O.[NH2:35][C:36]1[CH:41]=[CH:40][CH:39]=[CH:38][CH:37]=1. (4) Given the product [CH3:16][O:17][C:18]1[CH:23]=[CH:22][N:21]=[CH:20][C:19]=1[CH:27]=[O:28], predict the reactants needed to synthesize it. The reactants are: C([Li])(C)(C)C.BrC1C(C)=CC(C)=CC=1C.[CH3:16][O:17][C:18]1[CH:23]=[CH:22][N:21]=[CH:20][CH:19]=1.CN([CH:27]=[O:28])C. (5) Given the product [ClH:28].[CH2:1]([O:3][C:4]([C:6]1[S:10][C:9]2[CH:11]=[C:12]([CH2:15][NH2:19])[CH:13]=[CH:14][C:8]=2[CH:7]=1)=[O:5])[CH3:2], predict the reactants needed to synthesize it. The reactants are: [CH2:1]([O:3][C:4]([C:6]1[S:10][C:9]2[CH:11]=[C:12]([CH2:15]O)[CH:13]=[CH:14][C:8]=2[CH:7]=1)=[O:5])[CH3:2].C([N:19](CC)CC)C.CS([Cl:28])(=O)=O.[N-]=[N+]=[N-].[Na+].C1(P(C2C=CC=CC=2)C2C=CC=CC=2)C=CC=CC=1. (6) Given the product [Br:1][C:2]1[CH:3]=[CH:4][C:5](/[C:8](/[I:37])=[CH:9]/[CH2:10][OH:11])=[CH:6][CH:7]=1, predict the reactants needed to synthesize it. The reactants are: [Br:1][C:2]1[CH:7]=[CH:6][C:5]([C:8]#[C:9][CH2:10][OH:11])=[CH:4][CH:3]=1.COCCO[AlH2-]OCCOC.[Na+].C1(C)C=CC=CC=1.C(OCC)(=O)C.[I:37]I. (7) Given the product [CH2:16]([O:18][P:19]([C:2]1[CH:7]=[CH:6][C:5]([CH:8]([CH:13]([CH3:15])[CH3:14])[C:9]([O:11][CH3:12])=[O:10])=[CH:4][CH:3]=1)([O:21][CH2:22][CH3:23])=[O:20])[CH3:17], predict the reactants needed to synthesize it. The reactants are: Br[C:2]1[CH:7]=[CH:6][C:5]([CH:8]([CH:13]([CH3:15])[CH3:14])[C:9]([O:11][CH3:12])=[O:10])=[CH:4][CH:3]=1.[CH2:16]([O:18][P:19](C1C=CC(C(C)C(OC)=O)=CC=1)([O:21][CH2:22][CH3:23])=[O:20])[CH3:17].